Dataset: Forward reaction prediction with 1.9M reactions from USPTO patents (1976-2016). Task: Predict the product of the given reaction. (1) Given the reactants Br[C:2]1[C:7]([CH3:8])=[CH:6][C:5]([N+:9]([O-:11])=[O:10])=[CH:4][N:3]=1.[C:12]1(B(O)O)[CH:17]=[CH:16][CH:15]=[CH:14][CH:13]=1.C(Cl)Cl.C([O-])([O-])=O.[Cs+].[Cs+], predict the reaction product. The product is: [CH3:8][C:7]1[C:2]([C:12]2[CH:17]=[CH:16][CH:15]=[CH:14][CH:13]=2)=[N:3][CH:4]=[C:5]([N+:9]([O-:11])=[O:10])[CH:6]=1. (2) Given the reactants [Cl:1][C:2]1[N:7]=[C:6]([NH2:8])[C:5]([O:9][CH3:10])=[N:4][CH:3]=1.[Cl:11][C:12]1[CH:17]=[C:16]([Cl:18])[CH:15]=[CH:14][C:13]=1[S:19](Cl)(=[O:21])=[O:20], predict the reaction product. The product is: [Cl:1][C:2]1[N:7]=[C:6]([NH:8][S:19]([C:13]2[CH:14]=[CH:15][C:16]([Cl:18])=[CH:17][C:12]=2[Cl:11])(=[O:21])=[O:20])[C:5]([O:9][CH3:10])=[N:4][CH:3]=1. (3) Given the reactants [C:1]([C:3]([CH3:26])([CH3:25])[C:4]1[CH:9]=[CH:8][C:7]([NH:10][C:11](=[O:22])[C:12]2[CH:17]=[CH:16][C:15]([O:18][CH3:19])=[C:14]([O:20][CH3:21])[CH:13]=2)=[CH:6][C:5]=1[CH2:23][CH3:24])#[N:2], predict the reaction product. The product is: [NH2:2][CH2:1][C:3]([C:4]1[CH:9]=[CH:8][C:7]([NH:10][C:11](=[O:22])[C:12]2[CH:17]=[CH:16][C:15]([O:18][CH3:19])=[C:14]([O:20][CH3:21])[CH:13]=2)=[CH:6][C:5]=1[CH2:23][CH3:24])([CH3:26])[CH3:25]. (4) Given the reactants [F:1][C:2]1[CH:7]=[C:6]([F:8])[CH:5]=[CH:4][C:3]=1[NH:9][C:10]1[CH:15]=[CH:14][C:13]([CH2:16][S:17]([CH3:20])(=[O:19])=[O:18])=[CH:12][C:11]=1[C:21]1[C:22]2[CH:31]=[C:30]([C:32]([NH:34][CH2:35][CH3:36])=[O:33])[NH:29][C:23]=2[C:24](=[O:28])[N:25]([CH3:27])[CH:26]=1.O=[CH:38][C:39]([O:41][CH2:42][CH3:43])=[O:40], predict the reaction product. The product is: [F:1][C:2]1[CH:7]=[C:6]([F:8])[CH:5]=[CH:4][C:3]=1[N:9]1[CH:38]([C:39]([O:41][CH2:42][CH3:43])=[O:40])[C:31]2[C:22]3=[C:23]([C:24](=[O:28])[N:25]([CH3:27])[CH:26]=[C:21]3[C:11]3[CH:12]=[C:13]([CH2:16][S:17]([CH3:20])(=[O:19])=[O:18])[CH:14]=[CH:15][C:10]1=3)[NH:29][C:30]=2[C:32](=[O:33])[NH:34][CH2:35][CH3:36].